This data is from Forward reaction prediction with 1.9M reactions from USPTO patents (1976-2016). The task is: Predict the product of the given reaction. (1) Given the reactants C([O:3][C:4](=[O:34])[C:5]1[CH:10]=[C:9]([N:11]2[C:15]([CH3:16])=[CH:14][CH:13]=[C:12]2[C:17]2[CH:22]=[C:21]([Br:23])[CH:20]=[CH:19][C:18]=2[O:24][CH2:25][C:26]2[CH:31]=[CH:30][C:29]([F:32])=[CH:28][C:27]=2[F:33])[CH:8]=[N:7][CH:6]=1)C.[OH-].[Na+].CCO, predict the reaction product. The product is: [Br:23][C:21]1[CH:20]=[CH:19][C:18]([O:24][CH2:25][C:26]2[CH:31]=[CH:30][C:29]([F:32])=[CH:28][C:27]=2[F:33])=[C:17]([C:12]2[N:11]([C:9]3[CH:8]=[N:7][CH:6]=[C:5]([CH:10]=3)[C:4]([OH:34])=[O:3])[C:15]([CH3:16])=[CH:14][CH:13]=2)[CH:22]=1. (2) Given the reactants B.C1COCC1.[Br:7][C:8]1[CH:9]=[C:10]([CH:14]=[C:15]([F:17])[CH:16]=1)[C:11](O)=[O:12].C([O-])([O-])=O.[Na+].[Na+], predict the reaction product. The product is: [Br:7][C:8]1[CH:9]=[C:10]([CH2:11][OH:12])[CH:14]=[C:15]([F:17])[CH:16]=1. (3) Given the reactants [CH:1]([N:4]1[C:8]([C:9]2[N:18]=[C:17]3[N:11]([CH2:12][CH2:13][O:14][C:15]4[CH:22]=[C:21]([N:23]5[CH2:28][CH2:27][CH2:26][CH2:25][CH:24]5[C:29](O)=[O:30])[CH:20]=[CH:19][C:16]=43)[CH:10]=2)=[N:7][CH:6]=[N:5]1)([CH3:3])[CH3:2].CC[N:34]=C=NCCCN(C)C.C1C=CC2N(O)N=NC=2C=1.CCN(C(C)C)C(C)C.[Cl-].[NH4+], predict the reaction product. The product is: [CH:1]([N:4]1[C:8]([C:9]2[N:18]=[C:17]3[C:16]4[CH:19]=[CH:20][C:21]([N:23]5[CH2:28][CH2:27][CH2:26][CH2:25][CH:24]5[C:29]([NH2:34])=[O:30])=[CH:22][C:15]=4[O:14][CH2:13][CH2:12][N:11]3[CH:10]=2)=[N:7][CH:6]=[N:5]1)([CH3:3])[CH3:2]. (4) Given the reactants CS[C:3]1[NH:7][CH:6]=[N:5][N:4]=1.[S:8]([O-:13])(O[O-])(=O)=[O:9].[K+].[K+].[CH2:16]1COCC1, predict the reaction product. The product is: [CH3:16][S:8]([C:3]1[N:7]=[CH:6][NH:5][N:4]=1)(=[O:13])=[O:9]. (5) Given the reactants [NH2:1][CH2:2][CH2:3][N:4]1[C:12]([C:13]2[CH:18]=[CH:17][CH:16]=[CH:15][CH:14]=2)=[C:11]2[C:6]([N:7]([CH3:22])[C:8](=[O:21])[N:9]([CH3:20])[C:10]2=[O:19])=[CH:5]1.[F:23]C1C=CC(C(Cl)=O)=CC=1, predict the reaction product. The product is: [NH2:1][CH2:2][CH2:3][N:4]1[C:12]([C:13]2[CH:18]=[CH:17][C:16]([F:23])=[CH:15][CH:14]=2)=[C:11]2[C:6]([N:7]([CH3:22])[C:8](=[O:21])[N:9]([CH3:20])[C:10]2=[O:19])=[CH:5]1. (6) The product is: [N:19]([C:22]1[C:31]([CH2:32][C:6]2[C:7]3[C:12](=[CH:11][C:10]([O:13][CH3:14])=[C:9]([O:15][CH3:16])[CH:8]=3)[C:3]([CH2:1][CH3:2])=[N:4][C:5]=2[OH:17])=[CH:30][C:29]2[C:24](=[CH:25][CH:26]=[C:27]([O:34][CH3:35])[CH:28]=2)[N:23]=1)=[N+:20]=[N-:21]. Given the reactants [CH2:1]([C:3]1[C:12]2[C:7](=[CH:8][C:9]([O:15][CH3:16])=[C:10]([O:13][CH3:14])[CH:11]=2)[CH:6]=[C:5]([OH:17])[N:4]=1)[CH3:2].Cl.[N:19]([C:22]1[C:31]([CH2:32]Cl)=[CH:30][C:29]2[C:24](=[CH:25][CH:26]=[C:27]([O:34][CH3:35])[CH:28]=2)[N:23]=1)=[N+:20]=[N-:21].[Li+].[OH-], predict the reaction product.